Dataset: Reaction yield outcomes from USPTO patents with 853,638 reactions. Task: Predict the reaction yield, written as a fraction of the theoretical maximum amount of product (1.0 means a 100% yield; for example, 0.34 means a 34% yield). (1) The reactants are [ClH:1].[N:2]1[CH:7]=[CH:6][CH:5]=[C:4]([NH:8]/[N:9]=[CH:10]/[C:11](O)=O)[CH:3]=1.Cl[N:15]1C(=O)C[CH2:17][C:16]1=O.C(#N)C=C.C(=O)(O)[O-].[K+].[Cl-].[Na+]. The catalyst is C(OCC)(=O)C.O. The product is [Cl:1][C:10]1[CH2:11][CH:17]([C:16]#[N:15])[N:8]([C:4]2[CH:3]=[N:2][CH:7]=[CH:6][CH:5]=2)[N:9]=1. The yield is 0.575. (2) The reactants are [Br:1][C:2]1[CH:7]=[CH:6][C:5]([S:8]([CH3:11])(=[O:10])=[O:9])=[C:4]([N+:12]([O-])=O)[CH:3]=1.[Cl-].[NH4+].O. The catalyst is CO.[Zn]. The product is [Br:1][C:2]1[CH:7]=[CH:6][C:5]([S:8]([CH3:11])(=[O:10])=[O:9])=[C:4]([NH2:12])[CH:3]=1. The yield is 0.740. (3) The yield is 0.965. The catalyst is CO. The reactants are [OH-].[Na+].[CH3:3][O:4][C:5]1[CH:10]=[CH:9][C:8]([C:11]2[C:16]([C:17]3[CH:22]=[CH:21][C:20]([O:23][CH3:24])=[CH:19][CH:18]=3)=[N:15][N:14]([CH2:25][CH2:26][C:27]([O:29]CC)=[O:28])[C:13](=[O:32])[CH:12]=2)=[CH:7][CH:6]=1. The product is [CH3:3][O:4][C:5]1[CH:10]=[CH:9][C:8]([C:11]2[C:16]([C:17]3[CH:22]=[CH:21][C:20]([O:23][CH3:24])=[CH:19][CH:18]=3)=[N:15][N:14]([CH2:25][CH2:26][C:27]([OH:29])=[O:28])[C:13](=[O:32])[CH:12]=2)=[CH:7][CH:6]=1. (4) The product is [CH2:15]([O:14][C:12](=[O:13])[CH:17]=[CH:7][C:6]1[CH:9]=[C:2]([F:1])[CH:3]=[CH:4][C:5]=1[O:10][CH3:11])[CH3:16]. The catalyst is C(Cl)Cl. The reactants are [F:1][C:2]1[CH:3]=[CH:4][C:5]([O:10][CH3:11])=[C:6]([CH:9]=1)[CH:7]=O.[C:12]([CH:17]=P(C1C=CC=CC=1)(C1C=CC=CC=1)C1C=CC=CC=1)([O:14][CH2:15][CH3:16])=[O:13]. The yield is 0.950. (5) The reactants are [OH:1][CH2:2][CH2:3][N:4]1[CH2:9][CH2:8][NH:7][CH2:6][CH2:5]1.Br[C:11]1[N:16]=[C:15]([CH3:17])[N:14]=[C:13]([NH:18][C:19]2[S:20][C:21]([C:24]([NH:26][C:27]3[C:32]([CH3:33])=[CH:31][CH:30]=[CH:29][C:28]=3[Cl:34])=[O:25])=[CH:22][N:23]=2)[CH:12]=1.CCN(C(C)C)C(C)C. The catalyst is C(O)CCC. The product is [CH3:33][C:32]1[C:27]([NH:26][C:24]([C:21]2[S:20][C:19]([NH:18][C:13]3[CH:12]=[C:11]([N:7]4[CH2:8][CH2:9][N:4]([CH2:3][CH2:2][OH:1])[CH2:5][CH2:6]4)[N:16]=[C:15]([CH3:17])[N:14]=3)=[N:23][CH:22]=2)=[O:25])=[C:28]([Cl:34])[CH:29]=[CH:30][CH:31]=1. The yield is 0.879. (6) The reactants are [CH3:1][C:2]1[C:7]([CH3:8])=[CH:6][CH:5]=[C:4]([CH3:9])[C:3]=1[OH:10].[C:11]1(=O)[O:16][C:14](=[O:15])[C:13]2=[CH:17][CH:18]=[CH:19][CH:20]=[C:12]12. No catalyst specified. The product is [OH:10][C:3]1[C:4]([CH3:9])=[CH:5][C:6]([C:11]2([C:6]3[CH:5]=[C:4]([CH3:9])[C:3]([OH:10])=[C:2]([CH3:1])[C:7]=3[CH3:8])[C:12]3[C:13](=[CH:17][CH:18]=[CH:19][CH:20]=3)[C:14](=[O:15])[O:16]2)=[C:7]([CH3:8])[C:2]=1[CH3:1]. The yield is 0.730.